From a dataset of Full USPTO retrosynthesis dataset with 1.9M reactions from patents (1976-2016). Predict the reactants needed to synthesize the given product. (1) Given the product [Cl:44][C:45]1[CH:46]=[C:47]([NH:52][C:53]2[N:54]=[CH:55][C:56]([CH2:59][O:32][C:33]3[CH:34]=[C:35]4[C:40](=[CH:41][CH:42]=3)[NH:39][C:38](=[O:43])[CH:37]=[CH:36]4)=[N:57][CH:58]=2)[CH:48]=[CH:49][C:50]=1[Cl:51], predict the reactants needed to synthesize it. The reactants are: C1C=CC(P(C2C=CC=CC=2)C2C=CC=CC=2)=CC=1.CCOC(/N=N/C(OCC)=O)=O.[OH:32][C:33]1[CH:34]=[C:35]2[C:40](=[CH:41][CH:42]=1)[NH:39][C:38](=[O:43])[CH:37]=[CH:36]2.[Cl:44][C:45]1[CH:46]=[C:47]([NH:52][C:53]2[N:54]=[CH:55][C:56]([CH2:59]O)=[N:57][CH:58]=2)[CH:48]=[CH:49][C:50]=1[Cl:51]. (2) Given the product [NH2:22][N:23]1[C:8](=[O:10])[C:7]2[C:6](=[CH:15][CH:14]=[CH:13][CH:12]=2)[N:5]=[C:4]1[N:3]([CH2:1][CH3:2])[CH2:17][CH3:18], predict the reactants needed to synthesize it. The reactants are: [CH2:1]([N:3]([CH2:17][CH3:18])[C:4](=S)[NH:5][C:6]1[CH:15]=[CH:14][CH:13]=[CH:12][C:7]=1[C:8]([O:10]C)=O)[CH3:2].IC.O.[NH2:22][NH2:23].O. (3) Given the product [Br:1][C:2]1[C:3]([O:21][CH3:22])=[C:4]([C:10]2[C:11](=[O:12])[C:13]3[C:14](=[CH:15][C:16]([OH:19])=[CH:17][CH:18]=3)[O:20][CH:23]=2)[CH:5]=[C:6]([O:8][CH3:9])[CH:7]=1, predict the reactants needed to synthesize it. The reactants are: [Br:1][C:2]1[C:3]([O:21][CH3:22])=[C:4]([CH2:10][C:11]([C:13]2[CH:18]=[CH:17][C:16]([OH:19])=[CH:15][C:14]=2[OH:20])=[O:12])[CH:5]=[C:6]([O:8][CH3:9])[CH:7]=1.[CH2:23](OC(OCC)OCC)C.Cl. (4) Given the product [CH3:1][C:2]1[NH:6][C:5]2[CH:7]=[C:25]([C:24]([OH:27])=[O:21])[CH:9]=[C:10]([O:11][CH2:12][C:13]3[CH:18]=[CH:17][CH:16]=[CH:15][CH:14]=3)[C:4]=2[N:3]=1, predict the reactants needed to synthesize it. The reactants are: [CH3:1][C:2]1[NH:6][C:5]2[CH:7]=C(C#N)[CH:9]=[C:10]([O:11][CH2:12][C:13]3[CH:18]=[CH:17][CH:16]=[CH:15][CH:14]=3)[C:4]=2[N:3]=1.[OH-:21].[K+].Cl.[CH2:24]([OH:27])[CH2:25]O.